From a dataset of HIV replication inhibition screening data with 41,000+ compounds from the AIDS Antiviral Screen. Binary Classification. Given a drug SMILES string, predict its activity (active/inactive) in a high-throughput screening assay against a specified biological target. The result is 0 (inactive). The drug is CC1(C)OC1COc1c2occc2cc2ccc(=O)oc12.